Predict the product of the given reaction. From a dataset of Forward reaction prediction with 1.9M reactions from USPTO patents (1976-2016). (1) Given the reactants [F:1][CH:2]([F:26])[O:3][C:4]1[CH:9]=[CH:8][C:7]([CH:10]([C:12]2([C:18]3[CH:23]=[C:22]([F:24])[CH:21]=[C:20]([F:25])[CH:19]=3)SCCCS2)[OH:11])=[CH:6][CH:5]=1.FC(F)(F)C(OC1C(OC(=O)C(F)(F)F)=C(I)C=CC=1)=[O:30].CCCCCC.CCOC(C)=O, predict the reaction product. The product is: [F:1][CH:2]([F:26])[O:3][C:4]1[CH:9]=[CH:8][C:7]([CH:10]([OH:11])[C:12]([C:18]2[CH:23]=[C:22]([F:24])[CH:21]=[C:20]([F:25])[CH:19]=2)=[O:30])=[CH:6][CH:5]=1. (2) Given the reactants [NH2:1][C@H:2]1[CH2:6][N:5]([C:7]([O:9][C:10]([CH3:13])([CH3:12])[CH3:11])=[O:8])[C@@H:4]([CH3:14])[CH2:3]1.C(N(CC)CC)C.[CH3:22][C:23]1[CH:28]=[CH:27][C:26]([CH3:29])=[CH:25][C:24]=1[S:30](Cl)(=[O:32])=[O:31].O, predict the reaction product. The product is: [CH3:22][C:23]1[CH:28]=[CH:27][C:26]([CH3:29])=[CH:25][C:24]=1[S:30]([NH:1][C@H:2]1[CH2:6][N:5]([C:7]([O:9][C:10]([CH3:13])([CH3:12])[CH3:11])=[O:8])[C@@H:4]([CH3:14])[CH2:3]1)(=[O:31])=[O:32]. (3) Given the reactants C([O:8][C@@H:9]1[C@H:14]2[NH:15][C:16](=[O:18])[O:17][C@H:13]2[CH2:12][C@H:11]([CH2:19][O:20]CC2C=CC=CC=2)[C@H:10]1[O:28]CC1C=CC=CC=1)C1C=CC=CC=1.B(Cl)(Cl)Cl.CO.C(Cl)Cl, predict the reaction product. The product is: [OH:8][C@@H:9]1[C@H:14]2[NH:15][C:16](=[O:18])[O:17][C@H:13]2[CH2:12][C@H:11]([CH2:19][OH:20])[C@H:10]1[OH:28]. (4) Given the reactants [NH2:1][C:2]1[CH:11]=[CH:10][C:5]([C:6]([O:8][CH3:9])=[O:7])=[CH:4][CH:3]=1.II, predict the reaction product. The product is: [CH3:9][O:8][C:6]([C:5]1[CH:10]=[C:11]2[C:2](=[CH:3][CH:4]=1)[NH:1][C:5]([CH3:10])([CH3:6])[CH:4]=[C:3]2[CH3:2])=[O:7]. (5) Given the reactants [OH:1][C@@H:2]([CH2:30][C@@H:31]([NH:39][C:40](=[O:51])[C@@H:41]([NH:46][C:47]([O:49][CH3:50])=[O:48])[C:42]([CH3:45])([CH3:44])[CH3:43])[CH2:32][C:33]1[CH:38]=[CH:37][CH:36]=[CH:35][CH:34]=1)[C@@H:3]([NH:19]C(=O)OCC1C=CC=CC=1)[CH2:4][C:5]1[CH:10]=[CH:9][C:8]([C:11]2[CH:16]=[CH:15][CH:14]=[C:13]([O:17][CH3:18])[N:12]=2)=[CH:7][CH:6]=1.Cl, predict the reaction product. The product is: [NH2:19][C@@H:3]([CH2:4][C:5]1[CH:6]=[CH:7][C:8]([C:11]2[CH:16]=[CH:15][CH:14]=[C:13]([O:17][CH3:18])[N:12]=2)=[CH:9][CH:10]=1)[C@@H:2]([OH:1])[CH2:30][C@@H:31]([NH:39][C:40]([C@@H:41]([NH:46][C:47](=[O:48])[O:49][CH3:50])[C:42]([CH3:44])([CH3:45])[CH3:43])=[O:51])[CH2:32][C:33]1[CH:38]=[CH:37][CH:36]=[CH:35][CH:34]=1. (6) The product is: [C:20]1([B-:7]([C:1]2[CH:2]=[CH:3][CH:4]=[CH:5][CH:6]=2)([C:8]2[CH:9]=[CH:10][CH:11]=[CH:12][CH:13]=2)[C:14]2[CH:19]=[CH:18][CH:17]=[CH:16][CH:15]=2)[CH:21]=[CH:22][CH:23]=[CH:24][CH:25]=1.[C:28]([NH:33][CH2:34][CH2:35][CH2:36][N+:37]([CH3:40])([CH3:38])[CH3:39])(=[O:32])[C:29]([CH3:31])=[CH2:30]. Given the reactants [C:1]1([B-:7]([C:20]2[CH:25]=[CH:24][CH:23]=[CH:22][CH:21]=2)([C:14]2[CH:19]=[CH:18][CH:17]=[CH:16][CH:15]=2)[C:8]2[CH:13]=[CH:12][CH:11]=[CH:10][CH:9]=2)[CH:6]=[CH:5][CH:4]=[CH:3][CH:2]=1.[Na+].[Cl-].[C:28]([NH:33][CH2:34][CH2:35][CH2:36][N+:37]([CH3:40])([CH3:39])[CH3:38])(=[O:32])[C:29]([CH3:31])=[CH2:30], predict the reaction product. (7) Given the reactants BrN1C(=O)CCC1=O.C(O/[CH:14]=[CH:15]/[C:16]1[C:21]([Cl:22])=[CH:20][N:19]=[C:18]([Cl:23])[N:17]=1)CCC.O.[NH2:25][C:26]1[CH:31]=[C:30]([CH2:32][OH:33])[CH:29]=[CH:28][N:27]=1, predict the reaction product. The product is: [Cl:23][C:18]1[N:17]=[C:16]([C:15]2[N:27]3[CH:28]=[CH:29][C:30]([CH2:32][OH:33])=[CH:31][C:26]3=[N:25][CH:14]=2)[C:21]([Cl:22])=[CH:20][N:19]=1.